This data is from Catalyst prediction with 721,799 reactions and 888 catalyst types from USPTO. The task is: Predict which catalyst facilitates the given reaction. (1) Reactant: [N+:1]([C:4]1[CH:9]=[CH:8][CH:7]=[CH:6][C:5]=1[O:10][CH2:11][C@H:12]1[O:14][CH2:13]1)([O-:3])=[O:2].[Cl:15][C:16]1[CH:17]=[C:18]([CH2:23][CH2:24][NH2:25])[CH:19]=[CH:20][C:21]=1[Cl:22]. Product: [N+:1]([C:4]1[CH:9]=[CH:8][CH:7]=[CH:6][C:5]=1[O:10][CH2:11][C@@H:12]([OH:14])[CH2:13][NH:25][CH2:24][CH2:23][C:18]1[CH:19]=[CH:20][C:21]([Cl:22])=[C:16]([Cl:15])[CH:17]=1)([O-:3])=[O:2]. The catalyst class is: 8. (2) Reactant: [CH2:1]([N:8]1[CH2:12][CH2:11][CH2:10][CH:9]1[C:13]1[CH:22]=[CH:21][CH:20]=[C:19]2[C:14]=1[CH:15]=[CH:16][C:17]([S:23](OC1C(F)=C(F)C(F)=C(F)C=1F)(=[O:25])=[O:24])=[CH:18]2)[C:2]1[CH:7]=[CH:6][CH:5]=[CH:4][CH:3]=1.[S:38]1[CH:42]=[CH:41][N:40]=[C:39]1[NH2:43].C1COCC1.CC([O-])(C)C.[Li+]. Product: [CH2:1]([N:8]1[CH2:12][CH2:11][CH2:10][CH:9]1[C:13]1[CH:22]=[CH:21][CH:20]=[C:19]2[C:14]=1[CH:15]=[CH:16][C:17]([S:23]([NH:43][C:39]1[S:38][CH:42]=[CH:41][N:40]=1)(=[O:25])=[O:24])=[CH:18]2)[C:2]1[CH:7]=[CH:6][CH:5]=[CH:4][CH:3]=1. The catalyst class is: 2. (3) Reactant: CC(OC(N1CCC(C(=O)C2C=CC=C(OC)C=2OC)CC1)=O)(C)C.[CH3:26][O:27][C:28]1[C:33]([O:34][CH3:35])=[CH:32][CH:31]=[CH:30][C:29]=1[C:36]1([CH:42]=[O:43])[CH2:41][CH2:40][NH:39][CH2:38][CH2:37]1.[F:44][C:45]([F:50])([F:49])[C:46]([OH:48])=[O:47]. Product: [F:44][C:45]([F:50])([F:49])[C:46]([OH:48])=[O:47].[CH3:26][O:27][C:28]1[C:33]([O:34][CH3:35])=[CH:32][CH:31]=[CH:30][C:29]=1[C:36]1([CH:42]=[O:43])[CH2:41][CH2:40][NH:39][CH2:38][CH2:37]1. The catalyst class is: 28. (4) Reactant: [Br:1][C:2]1[CH:3]=[CH:4][C:5]([O:28][CH2:29][C:30]2[CH:35]=[CH:34][C:33]([Cl:36])=[CH:32][CH:31]=2)=[C:6]([CH2:8][N:9]2[CH2:14][CH2:13][CH:12]([N:15]3[CH2:20][CH2:19][N:18](C(OC(C)(C)C)=O)[CH2:17][CH2:16]3)[CH2:11][CH2:10]2)[CH:7]=1.[C:37]([OH:43])([C:39]([F:42])([F:41])[F:40])=[O:38]. Product: [Br:1][C:2]1[CH:3]=[CH:4][C:5]([O:28][CH2:29][C:30]2[CH:31]=[CH:32][C:33]([Cl:36])=[CH:34][CH:35]=2)=[C:6]([CH2:8][N:9]2[CH2:10][CH2:11][CH:12]([N:15]3[CH2:20][CH2:19][NH:18][CH2:17][CH2:16]3)[CH2:13][CH2:14]2)[CH:7]=1.[F:40][C:39]([F:42])([F:41])[C:37]([OH:43])=[O:38]. The catalyst class is: 2. (5) Reactant: [CH3:1][CH:2]([CH3:31])[CH2:3][C@H:4]([NH:23][C:24](=[O:30])[O:25][C:26]([CH3:29])([CH3:28])[CH3:27])[CH2:5][O:6][C:7]1[CH:8]=[CH:9][C:10]2[C:19]3[C:14](=[CH:15][N:16]=[CH:17][CH:18]=3)[C:13](=[O:20])[N:12]([CH3:21])[C:11]=2[CH:22]=1.[H-].[Na+].CI.[C:36](OCC)(=O)C. Product: [CH3:36][N:23]([C@@H:4]([CH2:3][CH:2]([CH3:31])[CH3:1])[CH2:5][O:6][C:7]1[CH:8]=[CH:9][C:10]2[C:19]3[C:14](=[CH:15][N:16]=[CH:17][CH:18]=3)[C:13](=[O:20])[N:12]([CH3:21])[C:11]=2[CH:22]=1)[C:24](=[O:30])[O:25][C:26]([CH3:29])([CH3:28])[CH3:27]. The catalyst class is: 1. (6) Reactant: [C:1]([C:3]1[CH:10]=[CH:9][C:6]([CH:7]=O)=[CH:5][CH:4]=1)#[CH:2].[CH3:11][N:12]1[CH2:17][CH2:16][NH:15][CH2:14][CH2:13]1.C([BH3-])#N.[Na+].Cl.[OH-].[Na+]. Product: [C:1]([C:3]1[CH:10]=[CH:9][C:6]([CH2:7][N:15]2[CH2:16][CH2:17][N:12]([CH3:11])[CH2:13][CH2:14]2)=[CH:5][CH:4]=1)#[CH:2]. The catalyst class is: 130. (7) Reactant: Cl[C:2]1[C:3]2[CH:10]=[CH:9][N:8]([CH2:11][O:12][CH2:13][CH2:14][Si:15]([CH3:18])([CH3:17])[CH3:16])[C:4]=2[N:5]=[CH:6][N:7]=1.C([Si](C(C)C)(C(C)C)[N:23]1[CH:27]=[CH:26][C:25](B(O)O)=[CH:24]1)(C)C.C(=O)([O-])[O-].[Na+].[Na+]. Product: [NH:23]1[CH:27]=[CH:26][C:25]([C:2]2[C:3]3[CH:10]=[CH:9][N:8]([CH2:11][O:12][CH2:13][CH2:14][Si:15]([CH3:18])([CH3:17])[CH3:16])[C:4]=3[N:5]=[CH:6][N:7]=2)=[CH:24]1. The catalyst class is: 108. (8) Reactant: [NH2:1][C:2]1[CH:3]=[N:4][CH:5]=[C:6]([Cl:9])[C:7]=1[OH:8].[Cl:10][C:11]1[CH:12]=[C:13]([S:18](Cl)(=[O:20])=[O:19])[CH:14]=[C:15]([Cl:17])[CH:16]=1. Product: [Cl:17][C:15]1[CH:14]=[C:13]([S:18]([NH:1][C:2]2[CH:3]=[N:4][CH:5]=[C:6]([Cl:9])[C:7]=2[OH:8])(=[O:19])=[O:20])[CH:12]=[C:11]([Cl:10])[CH:16]=1. The catalyst class is: 341. (9) Reactant: [H-].[Al+3].[Li+].[H-].[H-].[H-].C([O:14][C:15]1[CH:20]=[CH:19][C:18]([CH:21](Cl)[C:22]([F:25])([F:24])[F:23])=[CH:17][C:16]=1[F:27])C1C=CC=CC=1.O.[OH-].[Na+]. Product: [F:27][C:16]1[CH:17]=[C:18]([CH2:21][C:22]([F:24])([F:25])[F:23])[CH:19]=[CH:20][C:15]=1[OH:14]. The catalyst class is: 1. (10) Reactant: Br[CH2:2][C:3]1[C:8](=[O:9])[N:7]([C:10]2[CH:15]=[CH:14][CH:13]=[C:12]([N:16]3[C:20](=[O:21])[CH2:19][CH2:18][C:17]3=[O:22])[CH:11]=2)[C:6]2[N:23]=[CH:24][CH:25]=[CH:26][C:5]=2[N:4]=1.C([N:30]1[CH:34]=[CH:33][N:32]=[CH:31]1)(=O)C. Product: [NH:30]1[CH:34]=[CH:33][N:32]=[C:31]1[CH2:2][C:3]1[C:8](=[O:9])[N:7]([C:10]2[CH:15]=[CH:14][CH:13]=[C:12]([N:16]3[C:20](=[O:21])[CH2:19][CH2:18][C:17]3=[O:22])[CH:11]=2)[C:6]2[N:23]=[CH:24][CH:25]=[CH:26][C:5]=2[N:4]=1. The catalyst class is: 10.